Predict the reaction yield, written as a fraction of the theoretical maximum amount of product (1.0 means a 100% yield; for example, 0.34 means a 34% yield). From a dataset of Reaction yield outcomes from USPTO patents with 853,638 reactions. (1) The reactants are [CH:1]([C:4]1[O:5][CH:6]=[C:7](/[CH:9]=[CH:10]/[C:11]2[C:12]([O:22]COC)=[N:13][N:14]([C:16]3[CH:21]=[CH:20][CH:19]=[CH:18][CH:17]=3)[CH:15]=2)[N:8]=1)([CH3:3])[CH3:2].[ClH:26]. The catalyst is CO. The product is [ClH:26].[CH:1]([C:4]1[O:5][CH:6]=[C:7](/[CH:9]=[CH:10]/[C:11]2[C:12]([OH:22])=[N:13][N:14]([C:16]3[CH:17]=[CH:18][CH:19]=[CH:20][CH:21]=3)[CH:15]=2)[N:8]=1)([CH3:3])[CH3:2]. The yield is 0.920. (2) The reactants are C(OC([NH:8][CH2:9][CH2:10][CH2:11][C:12]1[CH:13]=[C:14]([NH:17][C:18]2[C:27]3[C:22](=[CH:23][CH:24]=[CH:25][CH:26]=3)[N:21]=[C:20]([C:28]3[CH:33]=[CH:32][CH:31]=[CH:30][CH:29]=3)[N:19]=2)[NH:15][N:16]=1)=O)(C)(C)C.C(O)(C(F)(F)F)=O. The catalyst is ClCCl. The product is [NH2:8][CH2:9][CH2:10][CH2:11][C:12]1[CH:13]=[C:14]([NH:17][C:18]2[C:27]3[C:22](=[CH:23][CH:24]=[CH:25][CH:26]=3)[N:21]=[C:20]([C:28]3[CH:33]=[CH:32][CH:31]=[CH:30][CH:29]=3)[N:19]=2)[NH:15][N:16]=1. The yield is 0.630. (3) The reactants are [NH2:1][C:2](=[O:41])[CH2:3][C:4]1[CH:40]=[CH:39][CH:38]=[CH:37][C:5]=1[CH2:6][CH2:7][C:8]1[C:13]([C:14]([F:17])([F:16])[F:15])=[CH:12][N:11]=[C:10]([NH:18][C:19]2[CH:36]=[CH:35][C:22]([CH2:23][N:24]([CH2:32][CH2:33][OH:34])C(=O)OC(C)(C)C)=[CH:21][CH:20]=2)[N:9]=1.FC(F)(F)C(O)=O. The catalyst is C(Cl)Cl. The product is [OH:34][CH2:33][CH2:32][NH:24][CH2:23][C:22]1[CH:21]=[CH:20][C:19]([NH:18][C:10]2[N:9]=[C:8]([CH2:7][CH2:6][C:5]3[CH:37]=[CH:38][CH:39]=[CH:40][C:4]=3[CH2:3][C:2]([NH2:1])=[O:41])[C:13]([C:14]([F:17])([F:16])[F:15])=[CH:12][N:11]=2)=[CH:36][CH:35]=1. The yield is 0.230. (4) The reactants are O.[ClH:2].[CH3:3][N:4]1[CH:8]=[C:7]([CH2:9]O)[N:6]=[N:5]1. The catalyst is S(Cl)(Cl)=O. The product is [ClH:2].[Cl:2][CH2:9][C:7]1[N:6]=[N:5][N:4]([CH3:3])[CH:8]=1. The yield is 0.510. (5) The reactants are [CH2:1]([O:4][C:5]1([CH3:46])[CH2:10][CH2:9][N:8]([C:11]2[N:16]3[N:17]=[C:18]([CH2:20][O:21][CH2:22][C:23]4[CH:28]=[C:27]([CH3:29])[CH:26]=[CH:25][C:24]=4[O:30][C@H:31]([CH2:33][CH:34]=[CH2:35])[CH3:32])[CH:19]=[C:15]3[N:14]=[C:13]([CH3:36])[C:12]=2[C@H:37]([O:41][C:42]([CH3:45])([CH3:44])[CH3:43])[C:38]([OH:40])=[O:39])[CH2:7][CH2:6]1)C=C. The catalyst is ClCCCl.CC1C=C(C)C(N2C(=[Ru](Cl)(Cl)=CC3C=CC=CC=3OC(C)C)N(C3C(C)=CC(C)=CC=3C)CC2)=C(C)C=1.[Cu]I. The product is [C:42]([O:41][C@@H:37]([C:12]1[C:13]([CH3:36])=[N:14][C:15]2=[CH:19][C:18]3=[N:17][N:16]2[C:11]=1[N:8]1[CH2:7][CH2:6][C:5]([CH3:46])([O:4][CH2:1][CH:35]=[CH:34][CH2:33][C@H:31]([CH3:32])[O:30][C:24]2[C:23]([CH2:22][O:21][CH2:20]3)=[CH:28][C:27]([CH3:29])=[CH:26][CH:25]=2)[CH2:10][CH2:9]1)[C:38]([OH:40])=[O:39])([CH3:43])([CH3:45])[CH3:44]. The yield is 0.0564. (6) The reactants are C[N:2]([CH:4]=[C:5]1[CH2:10][CH2:9][N:8]([C:11]([O:13][C:14]([CH3:17])([CH3:16])[CH3:15])=[O:12])[CH2:7][C:6]1=O)C.O.[NH2:20]N. The catalyst is CCO. The product is [NH:20]1[C:6]2[CH2:7][N:8]([C:11]([O:13][C:14]([CH3:17])([CH3:16])[CH3:15])=[O:12])[CH2:9][CH2:10][C:5]=2[CH:4]=[N:2]1. The yield is 0.900.